This data is from Full USPTO retrosynthesis dataset with 1.9M reactions from patents (1976-2016). The task is: Predict the reactants needed to synthesize the given product. (1) Given the product [NH2:7][C:2]1[CH:3]=[CH:4][CH:5]=[CH:6][C:1]=1[NH:8][C:16]([NH:15][C:9]1[CH:14]=[CH:13][CH:12]=[CH:11][CH:10]=1)=[O:17].[C:1]1([NH2:8])[CH:6]=[CH:5][CH:4]=[CH:3][C:2]=1[NH2:7], predict the reactants needed to synthesize it. The reactants are: [C:1]1([NH2:8])[CH:6]=[CH:5][CH:4]=[CH:3][C:2]=1[NH2:7].[C:9]1([N:15]=[C:16]=[O:17])[CH:14]=[CH:13][CH:12]=[CH:11][CH:10]=1. (2) The reactants are: [CH3:1][O:2][C:3]1[CH:8]=[C:7]([CH2:9][N:10]2[CH2:14][CH2:13][CH2:12][CH2:11]2)[CH:6]=[CH:5][C:4]=1[OH:15].CC(C)([O-])C.[K+].CS(O[C@H:27]1[CH2:30][C@@H:29]([CH2:31][N:32]2[CH2:37][CH2:36][O:35][CH2:34][CH2:33]2)[CH2:28]1)(=O)=O. Given the product [CH3:1][O:2][C:3]1[CH:8]=[C:7]([CH2:9][N:10]2[CH2:14][CH2:13][CH2:12][CH2:11]2)[CH:6]=[CH:5][C:4]=1[O:15][C@H:27]1[CH2:28][C@H:29]([CH2:31][N:32]2[CH2:33][CH2:34][O:35][CH2:36][CH2:37]2)[CH2:30]1, predict the reactants needed to synthesize it. (3) Given the product [C:1]([O:5][CH2:6][CH2:7][N:8]1[C:16]2[C:11](=[CH:12][CH:13]=[C:14]([F:17])[CH:15]=2)[C:10]([C:18](=[O:27])[CH:19]([NH:36][C:32]2[CH:33]=[CH:34][CH:35]=[C:30]([O:29][CH3:28])[CH:31]=2)[C:20]2[CH:25]=[CH:24][CH:23]=[CH:22][CH:21]=2)=[CH:9]1)([CH3:4])([CH3:3])[CH3:2], predict the reactants needed to synthesize it. The reactants are: [C:1]([O:5][CH2:6][CH2:7][N:8]1[C:16]2[C:11](=[CH:12][CH:13]=[C:14]([F:17])[CH:15]=2)[C:10]([C:18](=[O:27])[CH:19](Cl)[C:20]2[CH:25]=[CH:24][CH:23]=[CH:22][CH:21]=2)=[CH:9]1)([CH3:4])([CH3:3])[CH3:2].[CH3:28][O:29][C:30]1[CH:35]=[CH:34][CH:33]=[C:32]([NH2:36])[CH:31]=1. (4) Given the product [C:42]([C@@H:16]1[NH:15][C:14](=[O:46])[O:13][CH2:12][CH2:11][CH2:10][CH2:9][CH2:8][CH2:7][CH2:6][C:5]2[CH:47]=[CH:48][C:2]([C:49]#[N:50])=[CH:3][C:4]=2[O:22][C@H:21]2[CH2:23][N:18]([C@H:19]([C:24]([NH:26][C@:27]3([C:32]([NH:34][S:35]([CH:38]4[CH2:40][CH2:39]4)(=[O:37])=[O:36])=[O:33])[CH2:29][C@H:28]3[CH2:30][CH3:31])=[O:25])[CH2:20]2)[C:17]1=[O:41])([CH3:45])([CH3:43])[CH3:44], predict the reactants needed to synthesize it. The reactants are: Br[C:2]1[CH:48]=[CH:47][C:5]2[CH2:6][CH2:7][CH2:8][CH2:9][CH2:10][CH2:11][CH2:12][O:13][C:14](=[O:46])[NH:15][C@@H:16]([C:42]([CH3:45])([CH3:44])[CH3:43])[C:17](=[O:41])[N:18]3[CH2:23][C@H:21]([O:22][C:4]=2[CH:3]=1)[CH2:20][C@H:19]3[C:24]([NH:26][C@:27]1([C:32]([NH:34][S:35]([CH:38]2[CH2:40][CH2:39]2)(=[O:37])=[O:36])=[O:33])[CH2:29][C@H:28]1[CH2:30][CH3:31])=[O:25].[CH3:49][N:50](C=O)C.